This data is from Reaction yield outcomes from USPTO patents with 853,638 reactions. The task is: Predict the reaction yield, written as a fraction of the theoretical maximum amount of product (1.0 means a 100% yield; for example, 0.34 means a 34% yield). (1) The reactants are [Cl:1][C:2]1[CH:20]=[CH:19][C:5]([CH2:6][NH:7][C:8]2[C:17]3[C:12](=[CH:13][CH:14]=[CH:15][CH:16]=3)[N:11]=[C:10](Cl)[N:9]=2)=[CH:4][CH:3]=1.CCN(CC)CC.[CH2:28]1[C:37]2[C:32](=[CH:33][CH:34]=[CH:35][CH:36]=2)[CH2:31][CH2:30][NH:29]1.Cl.O1CCOCC1. The catalyst is CC#N. The product is [ClH:1].[Cl:1][C:2]1[CH:20]=[CH:19][C:5]([CH2:6][NH:7][C:8]2[C:17]3[C:12](=[CH:13][CH:14]=[CH:15][CH:16]=3)[N:11]=[C:10]([N:29]3[CH2:30][CH2:31][C:32]4[C:37](=[CH:36][CH:35]=[CH:34][CH:33]=4)[CH2:28]3)[N:9]=2)=[CH:4][CH:3]=1. The yield is 0.110. (2) The reactants are [F:1][CH:2]([F:32])[N:3]1[N:19]=[CH:18][C:17]2[NH:16][C:15](=[O:20])[C@H:14]([CH3:21])[CH2:13][CH:12]([F:22])[CH2:11][C@H:10]([NH:23][C:24](=O)[O:25]C(C)(C)C)[C:9]3[CH:31]=[C:5]([CH:6]=[CH:7][CH:8]=3)[C:4]1=2.Cl.[Cl:34][C:35]1[CH:36]=[CH:37][C:38]([N:48]2[CH:52]=[C:51]([Cl:53])[N:50]=[N:49]2)=[C:39]([C:41]2[N:46]=[CH:45]N=C(O)[CH:42]=2)[CH:40]=1.CN(C(ON1N=NC2C=CC=NC1=2)=[N+](C)C)C.F[P-](F)(F)(F)(F)F.C1CCN2C(=NCCC2)CC1. The catalyst is C(#N)C.CN(C=O)C.CO. The product is [Cl:34][C:35]1[CH:36]=[CH:37][C:38]([N:48]2[CH:52]=[C:51]([Cl:53])[N:50]=[N:49]2)=[C:39]([C:41]2[N:46]=[CH:45][N:23]([C@@H:10]3[C:7]4[CH:6]=[C:5]([CH:31]=[CH:9][CH:8]=4)[C:4]4[N:3]([CH:2]([F:32])[F:1])[N:19]=[CH:18][C:17]=4[NH:16][C:15](=[O:20])[C@H:14]([CH3:21])[CH2:13][CH:12]([F:22])[CH2:11]3)[C:24](=[O:25])[CH:42]=2)[CH:40]=1. The yield is 0.182. (3) The reactants are [C:9](O[C:9]([O:11][C:12]([CH3:15])([CH3:14])[CH3:13])=[O:10])([O:11][C:12]([CH3:15])([CH3:14])[CH3:13])=[O:10].[Br:16][C:17]1[CH:23]=[C:22]([F:24])[C:21]([Cl:25])=[CH:20][C:18]=1[NH2:19]. The catalyst is CN(C1C=CN=CC=1)C.C1COCC1.C(OCC)(=O)C. The product is [C:12]([O:11][C:9]([N:19]([C:9]([O:11][C:12]([CH3:13])([CH3:14])[CH3:15])=[O:10])[C:18]1[CH:20]=[C:21]([Cl:25])[C:22]([F:24])=[CH:23][C:17]=1[Br:16])=[O:10])([CH3:15])([CH3:14])[CH3:13]. The yield is 0.810. (4) The reactants are [C:1]([O:8]CC)(=O)[C:2]([O:4][CH2:5][CH3:6])=[O:3].O.[NH2:12][NH2:13]. No catalyst specified. The product is [NH:12]([C:1](=[O:8])[C:2]([O:4][CH2:5][CH3:6])=[O:3])[NH2:13]. The yield is 0.550.